Dataset: Catalyst prediction with 721,799 reactions and 888 catalyst types from USPTO. Task: Predict which catalyst facilitates the given reaction. (1) Reactant: FC(F)(F)S(O[C:7]1[CH2:16][CH2:15][C:10]2([O:14][CH2:13][CH2:12][O:11]2)[CH2:9][CH:8]=1)(=O)=O.[NH:19]1[C:28]2[C:23](=[CH:24][CH:25]=[CH:26][CH:27]=2)[C:22](B(O)O)=[CH:21][C:20]1=O.[K+].[Br-].C(=O)([O-])[O-].[Na+].[Na+]. Product: [O:14]1[C:10]2([CH2:15][CH2:16][C:7]([C:22]3[C:23]4[C:28](=[CH:27][CH:26]=[CH:25][CH:24]=4)[N:19]=[CH:20][CH:21]=3)=[CH:8][CH2:9]2)[O:11][CH2:12][CH2:13]1. The catalyst class is: 73. (2) Reactant: [NH2:1][C:2]1[CH:14]=[CH:13][C:5]2[S:6][C:7]3[CH:12]=[CH:11][CH:10]=[CH:9][C:8]=3[C:4]=2[CH:3]=1.Cl[C:16]1[N:17]=[N:18][C:19]([CH3:22])=[CH:20][CH:21]=1.CC(C)([O-])C.[Na+]. Product: [CH3:22][C:19]1[N:18]=[N:17][C:16]([NH:1][C:2]2[CH:14]=[CH:13][C:5]3[S:6][C:7]4[CH:12]=[CH:11][CH:10]=[CH:9][C:8]=4[C:4]=3[CH:3]=2)=[CH:21][CH:20]=1. The catalyst class is: 835. (3) Reactant: O=[CH:2][C:3]1[CH:11]=[CH:10][C:8]([OH:9])=[C:5]([O:6][CH3:7])[CH:4]=1.Cl.[CH2:13]([O:15][C:16](=[O:21])[C@H:17]([CH2:19][SH:20])[NH2:18])[CH3:14].C(N(C(C)C)C(C)C)C.O. Product: [OH:9][C:8]1[CH:10]=[CH:11][C:3]([CH:2]2[NH:18][CH:17]([C:16]([O:15][CH2:13][CH3:14])=[O:21])[CH2:19][S:20]2)=[CH:4][C:5]=1[O:6][CH3:7]. The catalyst class is: 8. (4) Reactant: [C:1]([O:5][C:6]([N:8]1[CH2:13][CH2:12][C:11]2[S:14][C:15]([CH:17]=O)=[CH:16][C:10]=2[CH2:9]1)=[O:7])([CH3:4])([CH3:3])[CH3:2].[NH:19]1[CH2:24][CH2:23][CH2:22][CH2:21][CH2:20]1.[BH-](OC(C)=O)(OC(C)=O)OC(C)=O.[Na+].C(O)(=O)C. Product: [N:19]1([CH2:17][C:15]2[S:14][C:11]3[CH2:12][CH2:13][N:8]([C:6]([O:5][C:1]([CH3:4])([CH3:3])[CH3:2])=[O:7])[CH2:9][C:10]=3[CH:16]=2)[CH2:24][CH2:23][CH2:22][CH2:21][CH2:20]1. The catalyst class is: 1. (5) Reactant: [CH3:1][N:2]1[CH:6]([C:7]([OH:9])=O)[CH2:5][N:4]([C:10]2[N:11]([CH3:15])[CH:12]=[CH:13][N:14]=2)[C:3]1=[O:16].C(N1CCOCC1)C.O.ON1C2C=CC=CC=2N=N1.Cl.C(N=C=NCCCN(C)C)C.[Cl:48][C:49]1[C:54]([C:55]([F:58])([F:57])[F:56])=[CH:53][CH:52]=[CH:51][C:50]=1[CH2:59][NH2:60]. Product: [Cl:48][C:49]1[C:54]([C:55]([F:57])([F:58])[F:56])=[CH:53][CH:52]=[CH:51][C:50]=1[CH2:59][NH:60][C:7]([CH:6]1[CH2:5][N:4]([C:10]2[N:11]([CH3:15])[CH:12]=[CH:13][N:14]=2)[C:3](=[O:16])[N:2]1[CH3:1])=[O:9]. The catalyst class is: 4. (6) Reactant: [Br:1][C:2]1[N:3]=[C:4]2[C:10]([C:11]([OH:13])=O)=[CH:9][N:8]([CH2:14][O:15][CH2:16][CH2:17][Si:18]([CH3:21])([CH3:20])[CH3:19])[C:5]2=[N:6][CH:7]=1.Cl.Cl.[O:24]1[CH:28]=[CH:27][N:26]=[C:25]1[CH:29]([NH2:31])[CH3:30].C(N(CC)C(C)C)(C)C.CN(C(ON1N=NC2C=CC=NC1=2)=[N+](C)C)C.F[P-](F)(F)(F)(F)F. Product: [O:24]1[CH:28]=[CH:27][N:26]=[C:25]1[CH:29]([NH:31][C:11]([C:10]1[C:4]2[C:5](=[N:6][CH:7]=[C:2]([Br:1])[N:3]=2)[N:8]([CH2:14][O:15][CH2:16][CH2:17][Si:18]([CH3:21])([CH3:20])[CH3:19])[CH:9]=1)=[O:13])[CH3:30]. The catalyst class is: 3. (7) Reactant: C(O[C:4](=O)[CH2:5][NH:6][C:7]([C:9]1[C:14](=[O:15])[N:13]([CH2:16][C:17]2[CH:22]=[CH:21][CH:20]=[CH:19][C:18]=2[O:23][CH3:24])[C:12]([OH:25])=[C:11]([C:26](OC)=[O:27])[C:10]=1[OH:30])=[O:8])C.OC1[N:34]([CH2:45][C:46]2C=CC=CC=2OC)[C:35](=O)[CH:36]=C(O)C=1C(OC)=O.C(N(CC)C(C)C)(C)C.[N:63]([CH2:66][C:67]([O:69]CC)=[O:68])=C=O. Product: [OH:30][C:10]1[C:9]([C:7]([NH:6][CH2:5][C:4]2[CH:36]=[CH:35][N:34]=[CH:45][CH:46]=2)=[O:8])=[C:14]([OH:15])[N:13]([CH2:16][C:17]2[CH:22]=[CH:21][CH:20]=[CH:19][C:18]=2[O:23][CH3:24])[C:12](=[O:25])[C:11]=1[C:26]([NH:63][CH2:66][C:67]([OH:69])=[O:68])=[O:27]. The catalyst class is: 22. (8) Reactant: C([O:4][C:5]1[CH:6]=[C:7]2[C:12](=[CH:13][CH:14]=1)[N:11]=[C:10]([C:15]1[CH:20]=[CH:19][CH:18]=[C:17]([NH:21][C:22](=[O:29])[C:23]3[CH:28]=[CH:27][CH:26]=[N:25][CH:24]=3)[CH:16]=1)[N:9]=[C:8]2[NH:30][C:31]1[CH:32]=[C:33]2[C:37](=[CH:38][CH:39]=1)[N:36]([C:40]([O-])=[O:41])[N:35]=[CH:34]2)(=O)C.[NH4+].[OH-:44]. Product: [OH:4][C:5]1[CH:6]=[C:7]2[C:12](=[CH:13][CH:14]=1)[N:11]=[C:10]([C:15]1[CH:20]=[CH:19][CH:18]=[C:17]([NH:21][C:22](=[O:29])[C:23]3[CH:28]=[CH:27][CH:26]=[N:25][CH:24]=3)[CH:16]=1)[N:9]=[C:8]2[NH:30][C:31]1[CH:32]=[C:33]2[C:37](=[CH:38][CH:39]=1)[N:36]([C:40]([O:44][C:7]([CH3:12])([CH3:8])[CH3:6])=[O:41])[N:35]=[CH:34]2. The catalyst class is: 5. (9) Reactant: C([O:8][C:9]1[CH:10]=[C:11]2[C:15](=[CH:16][CH:17]=1)[N:14]([CH2:18][CH2:19][C:20]1[CH:25]=[CH:24][CH:23]=[CH:22][CH:21]=1)[CH:13]=[CH:12]2)C1C=CC=CC=1. Product: [CH2:18]([N:14]1[C:15]2[C:11](=[CH:10][C:9]([OH:8])=[CH:17][CH:16]=2)[CH:12]=[CH:13]1)[CH2:19][C:20]1[CH:21]=[CH:22][CH:23]=[CH:24][CH:25]=1. The catalyst class is: 50. (10) Reactant: [CH3:1][C:2]1([CH3:9])[O:6][CH:5]([CH2:7][OH:8])[CH2:4][O:3]1.Cl[CH2:11][C:12]([O:14][C:15]1[C:28]2[C:19](=[N+:20]([O-:31])[C:21]3[C:26]([N+:27]=2[O-:29])=[CH:25][CH:24]=[CH:23][C:22]=3[OH:30])[CH:18]=[CH:17][CH:16]=1)=[O:13]. Product: [CH3:1][C:2]1([CH3:9])[O:6][CH:5]([CH2:7][O:8][CH2:11][C:12]([O:14][C:15]2[C:28]3[C:19](=[N+:20]([O-:31])[C:21]4[C:26]([N+:27]=3[O-:29])=[CH:25][CH:24]=[CH:23][C:22]=4[OH:30])[CH:18]=[CH:17][CH:16]=2)=[O:13])[CH2:4][O:3]1. The catalyst class is: 1.